Dataset: Forward reaction prediction with 1.9M reactions from USPTO patents (1976-2016). Task: Predict the product of the given reaction. (1) Given the reactants [Cl:1][C:2]1[N:7]=[C:6](Cl)[C:5]([CH3:9])=[CH:4][N:3]=1.[NH2:10][CH:11]1[CH2:27][CH2:26][C:14]2([CH2:18][N:17]([C:19]([O:21][C:22]([CH3:25])([CH3:24])[CH3:23])=[O:20])[CH2:16][CH2:15]2)[CH2:13][CH2:12]1.CCN(CC)CC, predict the reaction product. The product is: [Cl:1][C:2]1[N:7]=[C:6]([NH:10][CH:11]2[CH2:12][CH2:13][C:14]3([CH2:18][N:17]([C:19]([O:21][C:22]([CH3:23])([CH3:24])[CH3:25])=[O:20])[CH2:16][CH2:15]3)[CH2:26][CH2:27]2)[C:5]([CH3:9])=[CH:4][N:3]=1. (2) Given the reactants Br.[Cl:2][C:3]1[CH:8]=[CH:7][C:6]([C:9]2[N:10]=[C:11]3[CH:16]=[CH:15][C:14]([C:17](OC)=[O:18])=[CH:13][N:12]3[C:21]=2[CH2:22][OH:23])=[CH:5][CH:4]=1.[H-].[Al+3].[Li+].[H-].[H-].[H-].O.[OH-].[Na+], predict the reaction product. The product is: [Cl:2][C:3]1[CH:4]=[CH:5][C:6]([C:9]2[N:10]=[C:11]3[CH:16]=[CH:15][C:14]([CH2:17][OH:18])=[CH:13][N:12]3[C:21]=2[CH2:22][OH:23])=[CH:7][CH:8]=1. (3) Given the reactants [C:1](#[N:5])[CH2:2][C:3]#[N:4].[CH3:6][O:7][C:8](OC)(OC)[CH2:9][CH3:10], predict the reaction product. The product is: [CH3:6][O:7][C:8](=[C:2]([C:1]#[N:5])[C:3]#[N:4])[CH2:9][CH3:10]. (4) Given the reactants [Br:1][C:2]1[C:11]2[O:10][CH:9]([CH:12]([CH3:14])[CH3:13])[C:8](=[O:15])[N:7]([CH2:16][C:17](O)=[O:18])[C:6]=2[CH:5]=[C:4]([O:20][CH3:21])[CH:3]=1.CN.CO.F[P-](F)(F)(F)(F)F.[CH3:33][N+:34](C)=C(N(C)C)ON1C2N=CC=CC=2N=N1, predict the reaction product. The product is: [Br:1][C:2]1[C:11]2[O:10][CH:9]([CH:12]([CH3:14])[CH3:13])[C:8](=[O:15])[N:7]([CH2:16][C:17]([NH:34][CH3:33])=[O:18])[C:6]=2[CH:5]=[C:4]([O:20][CH3:21])[CH:3]=1. (5) Given the reactants C(OC(N1CCCC1C1NC(C2C=CC(C3C=CC(C4NC(C5CCN(C(OC(C)(C)C)=O)C5)=NC=4)=CC=3)=CC=2)=CN=1)=O)(C)(C)C.[CH3:47][O:48][C:49](=[O:84])[NH:50][CH:51]([C:55]([N:57]1[CH:62]([C:63]2[NH:64][C:65]([C:68]3[CH:73]=[CH:72][C:71](B4OC(C)(C)C(C)(C)O4)=[CH:70][CH:69]=3)=[CH:66][N:67]=2)[CH:61]2[CH2:83][CH:58]1[CH2:59][CH2:60]2)=[O:56])[CH:52]([CH3:54])[CH3:53].[CH3:85][O:86][C:87](=[O:112])[NH:88][CH:89]([C:93]([N:95]1[CH2:99][CH2:98][CH2:97][CH:96]1[C:100]1[NH:101][C:102]([C:105]2[CH:110]=[CH:109][C:108](Br)=[CH:107][CH:106]=2)=[CH:103][N:104]=1)=[O:94])[CH:90]([CH3:92])[CH3:91].C(OC(N1CCCC1C1NC(C2C=CC(B3OC(C)(C)C(C)(C)O3)=CC=2)=CN=1)=O)(C)(C)C.C(OC(N1CCCC1)=O)(C)(C)C, predict the reaction product. The product is: [CH3:85][O:86][C:87](=[O:112])[NH:88][CH:89]([C:93]([N:95]1[CH2:99][CH2:98][CH2:97][CH:96]1[C:100]1[NH:101][C:102]([C:105]2[CH:110]=[CH:109][C:108]([C:71]3[CH:70]=[CH:69][C:68]([C:65]4[NH:64][C:63]([CH:62]5[CH:61]6[CH2:83][CH:58]([CH2:59][CH2:60]6)[N:57]5[C:55](=[O:56])[CH:51]([NH:50][C:49]([O:48][CH3:47])=[O:84])[CH:52]([CH3:54])[CH3:53])=[N:67][CH:66]=4)=[CH:73][CH:72]=3)=[CH:107][CH:106]=2)=[CH:103][N:104]=1)=[O:94])[CH:90]([CH3:92])[CH3:91]. (6) Given the reactants [NH2:1][C:2]1[CH:10]=[CH:9][CH:8]=[C:7]2[C:3]=1[C:4](=[O:20])[N:5]([CH:12]1[CH2:17][CH2:16][C:15](=[O:18])[NH:14][C:13]1=[O:19])[C:6]2=[O:11].[CH3:21][C:22]1[CH:30]=[CH:29][C:25]([C:26](Cl)=[O:27])=[CH:24][CH:23]=1.CO, predict the reaction product. The product is: [O:19]=[C:13]1[CH:12]([N:5]2[C:4](=[O:20])[C:3]3[C:7](=[CH:8][CH:9]=[CH:10][C:2]=3[NH:1][C:26](=[O:27])[C:25]3[CH:29]=[CH:30][C:22]([CH3:21])=[CH:23][CH:24]=3)[C:6]2=[O:11])[CH2:17][CH2:16][C:15](=[O:18])[NH:14]1.